From a dataset of Forward reaction prediction with 1.9M reactions from USPTO patents (1976-2016). Predict the product of the given reaction. (1) The product is: [C:11]([O:14][C:15](=[O:16])[NH:9][CH2:8][C:6]1[CH:5]=[CH:4][N:3]=[C:2]([Cl:1])[N:7]=1)([CH3:13])([CH3:12])[CH3:10]. Given the reactants [Cl:1][C:2]1[N:7]=[C:6]([C:8]#[N:9])[CH:5]=[CH:4][N:3]=1.[CH3:10][C:11]([O:14][C:15](O[C:15]([O:14][C:11]([CH3:13])([CH3:12])[CH3:10])=[O:16])=[O:16])([CH3:13])[CH3:12], predict the reaction product. (2) Given the reactants [CH2:1]([N:8]1[C:16]2[C:11](=[CH:12][C:13]([NH2:17])=[CH:14][CH:15]=2)[CH:10]=[N:9]1)[C:2]1[CH:7]=[CH:6][CH:5]=[CH:4][CH:3]=1.C(=O)([O-])[O-].[K+].[K+].Cl[C:25]1[N:33]=[CH:32][C:31]([F:34])=[CH:30][C:26]=1[C:27]([OH:29])=[O:28], predict the reaction product. The product is: [CH2:1]([N:8]1[C:16]2[C:11](=[CH:12][C:13]([NH:17][C:25]3[N:33]=[CH:32][C:31]([F:34])=[CH:30][C:26]=3[C:27]([OH:29])=[O:28])=[CH:14][CH:15]=2)[CH:10]=[N:9]1)[C:2]1[CH:3]=[CH:4][CH:5]=[CH:6][CH:7]=1. (3) Given the reactants [N:1]([C:4]1[N:13]=[CH:12][CH:11]=[C:10]2[C:5]=1[CH:6]=[CH:7][CH:8]=[N:9]2)=[N+]=[N-].Cl, predict the reaction product. The product is: [N:9]1[C:10]2[CH:11]=[CH:12][N:13]=[C:4]([NH2:1])[C:5]=2[CH:6]=[CH:7][CH:8]=1. (4) Given the reactants [N+:1]([C:4]1[C:9]([OH:10])=[CH:8][CH:7]=[CH:6][N:5]=1)([O-:3])=[O:2].C(N(CC)CC)C.[S:18](O[S:18]([C:21]([F:24])([F:23])[F:22])(=[O:20])=[O:19])([C:21]([F:24])([F:23])[F:22])(=[O:20])=[O:19].O, predict the reaction product. The product is: [F:22][C:21]([F:24])([F:23])[S:18]([O:10][C:9]1[C:4]([N+:1]([O-:3])=[O:2])=[N:5][CH:6]=[CH:7][CH:8]=1)(=[O:20])=[O:19].